From a dataset of Reaction yield outcomes from USPTO patents with 853,638 reactions. Predict the reaction yield, written as a fraction of the theoretical maximum amount of product (1.0 means a 100% yield; for example, 0.34 means a 34% yield). (1) The product is [CH2:1]([O:8][C:9]1[CH:10]=[C:11]([CH:40]=[CH:41][CH:42]=1)[CH2:12][O:13][C:14]1[C:19]2[CH:20]=[C:21]([C:23]3[N:24]=[C:25]4[N:29]([CH:30]=3)[N:28]=[C:27]([O:44][CH3:43])[S:26]4)[O:22][C:18]=2[CH:17]=[C:16]([O:32][Si:33]([C:36]([CH3:39])([CH3:38])[CH3:37])([CH3:35])[CH3:34])[CH:15]=1)[C:2]1[CH:7]=[CH:6][CH:5]=[CH:4][CH:3]=1. The catalyst is ClCCl. The reactants are [CH2:1]([O:8][C:9]1[CH:10]=[C:11]([CH:40]=[CH:41][CH:42]=1)[CH2:12][O:13][C:14]1[C:19]2[CH:20]=[C:21]([C:23]3[N:24]=[C:25]4[N:29]([CH:30]=3)[N:28]=[C:27](Br)[S:26]4)[O:22][C:18]=2[CH:17]=[C:16]([O:32][Si:33]([C:36]([CH3:39])([CH3:38])[CH3:37])([CH3:35])[CH3:34])[CH:15]=1)[C:2]1[CH:7]=[CH:6][CH:5]=[CH:4][CH:3]=1.[CH3:43][OH:44].C[O-].[Na+]. The yield is 0.320. (2) The reactants are [CH3:1][O:2][C:3]1[CH:11]=[CH:10][CH:9]=[C:8]([N+:12]([O-:14])=[O:13])[C:4]=1[C:5]([OH:7])=O.[NH2:15][CH:16]1[CH2:21][CH2:20][N:19]([CH2:22][C:23]2[CH:28]=[CH:27][CH:26]=[CH:25][CH:24]=2)[CH2:18][CH2:17]1.ON1C2C=CC=CC=2N=N1.CN(C)CCCN=C=NCC.C(N(CC)CC)C. The catalyst is C(OCC)(=O)C. The product is [CH2:22]([N:19]1[CH2:20][CH2:21][CH:16]([NH:15][C:5](=[O:7])[C:4]2[C:8]([N+:12]([O-:14])=[O:13])=[CH:9][CH:10]=[CH:11][C:3]=2[O:2][CH3:1])[CH2:17][CH2:18]1)[C:23]1[CH:24]=[CH:25][CH:26]=[CH:27][CH:28]=1. The yield is 0.860. (3) The reactants are [SH:1][CH2:2][CH2:3][C:4]([OH:6])=[O:5].[F:7][C:8]([F:12])([F:11])[CH:9]=[CH2:10]. The catalyst is N(C(C)(C)C#N)=NC(C)(C)C#N.C(C1C=CC=CC=1)(=O)CCCCCCC.C1(C)C=CC=CC=1. The product is [F:7][C:8]([F:12])([F:11])[CH2:9][CH2:10][S:1][CH2:2][CH2:3][C:4]([OH:6])=[O:5]. The yield is 0.830.